From a dataset of Forward reaction prediction with 1.9M reactions from USPTO patents (1976-2016). Predict the product of the given reaction. (1) Given the reactants C1(P(C2CCCCC2)C2C=CC=CC=2C2C(C(C)C)=CC(C(C)C)=CC=2C(C)C)CCCCC1.[O:35]1[CH2:40][CH2:39][N:38]([C:41]2[C:46]([NH2:47])=[CH:45][C:44]([N:48]3[CH2:53][CH2:52][O:51][CH2:50][CH2:49]3)=[CH:43][N:42]=2)[CH2:37][CH2:36]1.Cl[C:55]1[C:64]2[C:59](=[CH:60][C:61]([F:66])=[CH:62][C:63]=2[F:65])[N:58]=[C:57]([C:67]2[C:72]([CH3:73])=[CH:71][CH:70]=[CH:69][N:68]=2)[C:56]=1[CH3:74].CC(C)([O-])C.[Na+], predict the reaction product. The product is: [N:38]1([C:41]2[C:46]([NH:47][C:55]3[C:64]4[C:59](=[CH:60][C:61]([F:66])=[CH:62][C:63]=4[F:65])[N:58]=[C:57]([C:67]4[C:72]([CH3:73])=[CH:71][CH:70]=[CH:69][N:68]=4)[C:56]=3[CH3:74])=[CH:45][C:44]([N:48]3[CH2:49][CH2:50][O:51][CH2:52][CH2:53]3)=[CH:43][N:42]=2)[CH2:39][CH2:40][O:35][CH2:36][CH2:37]1. (2) Given the reactants [CH3:1][O:2][C:3](=[O:33])[CH2:4][CH2:5][CH2:6][CH2:7][O:8][C:9]1[C:10]([NH2:32])=[CH:11][C:12]2[N:16]=[C:15]([C:17]3[CH:22]=[CH:21][CH:20]=[CH:19][CH:18]=3)[N:14]([C:23]3[CH:28]=[CH:27][C:26]([O:29][CH3:30])=[CH:25][CH:24]=3)[C:13]=2[CH:31]=1.[Cl:34][C:35]1[CH:40]=[CH:39][C:38]([S:41](Cl)(=[O:43])=[O:42])=[CH:37][CH:36]=1, predict the reaction product. The product is: [CH3:1][O:2][C:3](=[O:33])[CH2:4][CH2:5][CH2:6][CH2:7][O:8][C:9]1[C:10]([NH:32][S:41]([C:38]2[CH:39]=[CH:40][C:35]([Cl:34])=[CH:36][CH:37]=2)(=[O:43])=[O:42])=[CH:11][C:12]2[N:16]=[C:15]([C:17]3[CH:22]=[CH:21][CH:20]=[CH:19][CH:18]=3)[N:14]([C:23]3[CH:24]=[CH:25][C:26]([O:29][CH3:30])=[CH:27][CH:28]=3)[C:13]=2[CH:31]=1. (3) The product is: [Cl:1][C:2]1[N:3]=[C:4]([C:9]([O:11][CH3:12])=[O:10])[CH:5]=[C:6]([N:13]2[C:21]3[C:16](=[CH:17][CH:18]=[CH:19][CH:20]=3)[CH2:15][CH2:14]2)[N:7]=1. Given the reactants [Cl:1][C:2]1[N:7]=[C:6](Cl)[CH:5]=[C:4]([C:9]([O:11][CH3:12])=[O:10])[N:3]=1.[NH:13]1[C:21]2[C:16](=[CH:17][CH:18]=[CH:19][CH:20]=2)[CH2:15][CH2:14]1.[H-].[Na+], predict the reaction product. (4) Given the reactants [CH3:1][N:2]1[C:7](=[O:8])[CH:6]=[C:5]([C:9]2[CH:14]=[CH:13][N:12]=[CH:11][N:10]=2)[N:4]=[C:3]1[CH2:15][N:16]1C(=O)C2C(=CC=CC=2)C1=O.O.NN, predict the reaction product. The product is: [NH2:16][CH2:15][C:3]1[N:2]([CH3:1])[C:7](=[O:8])[CH:6]=[C:5]([C:9]2[CH:14]=[CH:13][N:12]=[CH:11][N:10]=2)[N:4]=1.